From a dataset of Reaction yield outcomes from USPTO patents with 853,638 reactions. Predict the reaction yield, written as a fraction of the theoretical maximum amount of product (1.0 means a 100% yield; for example, 0.34 means a 34% yield). (1) No catalyst specified. The product is [F:1][C:2]1[CH:7]=[CH:6][C:5]([N+:15]([O-:17])=[O:16])=[C:4]([F:8])[C:3]=1[I:9]. The reactants are [F:1][C:2]1[CH:7]=[CH:6][CH:5]=[C:4]([F:8])[C:3]=1[I:9].OS(O)(=O)=O.[N+:15]([O-])([OH:17])=[O:16].[OH-].[Na+]. The yield is 0.890. (2) The reactants are C([O:8][C:9]1[CH:14]=[CH:13][N:12]([CH2:15][CH2:16][CH2:17][CH3:18])[C:11](=[O:19])[CH:10]=1)C1C=CC=CC=1. The catalyst is [Pd].C(O)C. The product is [CH2:15]([N:12]1[CH:13]=[CH:14][C:9]([OH:8])=[CH:10][C:11]1=[O:19])[CH2:16][CH2:17][CH3:18]. The yield is 1.00. (3) The reactants are [CH3:1][C:2]([C:14]1[CH:19]=[CH:18][CH:17]=[CH:16][CH:15]=1)([CH3:13])[CH2:3][C:4]1[CH2:5][C:6]2[C:11]([CH:12]=1)=[CH:10][CH:9]=[CH:8][CH:7]=2.C([Li])CCC.[Cl-].[CH3:26][C:27]([NH:30][SiH:31]([CH3:33])[CH3:32])([CH3:29])[CH3:28]. The catalyst is C1COCC1. The product is [CH3:13][C:2]([C:14]1[CH:15]=[CH:16][CH:17]=[CH:18][CH:19]=1)([CH3:1])[CH2:3][C:4]1[CH:12]([Si:31]([CH3:33])([CH3:32])[NH:30][C:27]([CH3:29])([CH3:28])[CH3:26])[C:11]2[C:6]([CH:5]=1)=[CH:7][CH:8]=[CH:9][CH:10]=2. The yield is 0.960.